Dataset: Peptide-MHC class II binding affinity with 134,281 pairs from IEDB. Task: Regression. Given a peptide amino acid sequence and an MHC pseudo amino acid sequence, predict their binding affinity value. This is MHC class II binding data. The peptide sequence is IIAGTPEVHAVKPGA. The MHC is DRB1_1602 with pseudo-sequence DRB1_1602. The binding affinity (normalized) is 0.228.